From a dataset of Full USPTO retrosynthesis dataset with 1.9M reactions from patents (1976-2016). Predict the reactants needed to synthesize the given product. (1) Given the product [I:19][C:16]1[CH:15]=[CH:14][C:13]([CH2:12][CH:5]([CH3:6])[C:4]([OH:20])=[O:3])=[CH:18][CH:17]=1, predict the reactants needed to synthesize it. The reactants are: C([O:3][C:4](=[O:20])[C:5]([CH2:12][C:13]1[CH:18]=[CH:17][C:16]([I:19])=[CH:15][CH:14]=1)(C)[C:6](OCC)=O)C.[OH-].[Na+]. (2) Given the product [CH3:16][O:17][C:18]1[CH:19]=[C:20]([CH:30]=[CH:31][C:32]=1[S:33][CH3:34])[O:21][C:22]1[CH:23]=[N:24][CH:25]=[CH:26][C:27]=1[CH2:28][NH:29][CH3:2], predict the reactants needed to synthesize it. The reactants are: F[C:2]1C(O)=C(F)C(F)=C(F)C=1F.C(O)=O.[CH3:16][O:17][C:18]1[CH:19]=[C:20]([CH:30]=[CH:31][C:32]=1[S:33][CH3:34])[O:21][C:22]1[CH:23]=[N:24][CH:25]=[CH:26][C:27]=1[CH2:28][NH2:29].C(N(CC)CC)C.B.C1COCC1.